This data is from Catalyst prediction with 721,799 reactions and 888 catalyst types from USPTO. The task is: Predict which catalyst facilitates the given reaction. (1) Reactant: Cl[CH2:2][C:3]([NH:5][C:6]1[CH:14]=[CH:13][C:9]2[NH:10][CH:11]=[N:12][C:8]=2[CH:7]=1)=[O:4].[CH2:15]([CH:22]1[CH2:27][CH2:26][NH:25][CH2:24][CH2:23]1)[C:16]1[CH:21]=[CH:20][CH:19]=[CH:18][CH:17]=1. Product: [CH2:15]([CH:22]1[CH2:27][CH2:26][N:25]([CH2:2][C:3]([NH:5][C:6]2[CH:14]=[CH:13][C:9]3[NH:10][CH:11]=[N:12][C:8]=3[CH:7]=2)=[O:4])[CH2:24][CH2:23]1)[C:16]1[CH:21]=[CH:20][CH:19]=[CH:18][CH:17]=1. The catalyst class is: 27. (2) Product: [C:1]1([S:7]([N:10]2[C:18]3[CH:17]=[CH:16][CH:15]=[C:14]([CH:19]=[O:20])[C:13]=3[CH:12]=[N:11]2)(=[O:8])=[O:9])[CH:2]=[CH:3][CH:4]=[CH:5][CH:6]=1. The catalyst class is: 4. Reactant: [C:1]1([S:7]([N:10]2[C:18]3[C:13](=[C:14]([CH2:19][OH:20])[CH:15]=[CH:16][CH:17]=3)[CH:12]=[N:11]2)(=[O:9])=[O:8])[CH:6]=[CH:5][CH:4]=[CH:3][CH:2]=1.CC(OI1(OC(C)=O)(OC(C)=O)OC(=O)C2C=CC=CC1=2)=O. (3) Reactant: N1(CCNC(=O)/C=C/C2C=CC=CC=2F)C2C=CC=CC=2N=C1.[C:24](/[C:26](=[CH:30]\[C:31]1[CH:36]=[CH:35][C:34]([F:37])=[CH:33][CH:32]=1)/[C:27]([OH:29])=[O:28])#[N:25].O[N:39]1[C:44](=[O:45])[CH2:43][CH2:42][C:40]1=[O:41].CCN=C=NCCCN(C)C.Cl. Product: [C:24](/[C:26](=[CH:30]\[C:31]1[CH:32]=[CH:33][C:34]([F:37])=[CH:35][CH:36]=1)/[C:27]([O:29][N:39]1[C:44](=[O:45])[CH2:43][CH2:42][C:40]1=[O:41])=[O:28])#[N:25]. The catalyst class is: 2. (4) Reactant: [CH2:1]([O:3][C:4](=[O:26])[C:5]([NH:18][C:19](OC(C)(C)C)=O)([CH2:10][C:11]1[CH:16]=[CH:15][C:14]([OH:17])=[CH:13][CH:12]=1)[C:6]([F:9])([F:8])[F:7])[CH3:2].C([O-])(=O)C.[Na+].COC1[CH2:38][CH2:37][CH:36](OC)O1. The catalyst class is: 211. Product: [CH2:1]([O:3][C:4](=[O:26])[C:5]([CH2:10][C:11]1[CH:12]=[CH:13][C:14]([OH:17])=[CH:15][CH:16]=1)([N:18]1[CH:19]=[CH:38][CH:37]=[CH:36]1)[C:6]([F:9])([F:8])[F:7])[CH3:2]. (5) Reactant: ClC1C([N+]([O-])=O)=C(Cl)C(Cl)=C(Cl)C=1Cl.ClC1C([N+]([O-])=O)=C(F)C(F)=C(F)C=1Cl.ClC1C([N+]([O-])=O)=C(F)C(F)=C(Cl)C=1Cl.Cl[C:44]1[C:49]([N+:50]([O-:52])=[O:51])=[C:48]([F:53])[C:47]([Cl:54])=[C:46]([Cl:55])[C:45]=1Cl. Product: [Cl:55][C:46]1[CH:45]=[CH:44][C:49]([N+:50]([O-:52])=[O:51])=[C:48]([F:53])[C:47]=1[Cl:54]. The catalyst class is: 10. (6) Product: [O:15]1[C:19]2[CH:20]=[CH:21][C:22]([C:24]3[N:28]=[C:27]([CH:29]4[CH2:34][CH2:33][N:32]([S:35]([CH3:38])(=[O:37])=[O:36])[CH2:31][CH2:30]4)[NH:26][C:25]=3[C:45]3[CH:50]=[CH:49][CH:48]=[CH:47][N:46]=3)=[CH:23][C:18]=2[O:17][CH2:16]1. The catalyst class is: 1. Reactant: CS(Cl)(=O)=O.C(N(C(C)C)CC)(C)C.[O:15]1[C:19]2[CH:20]=[CH:21][C:22]([C:24]3[N:28]=[C:27]([CH:29]4[CH2:34][CH2:33][N:32]([S:35]([CH2:38]C5C=CC=CC=5)(=[O:37])=[O:36])[CH2:31][CH2:30]4)[NH:26][C:25]=3[C:45]3[CH:50]=[CH:49][CH:48]=[CH:47][N:46]=3)=[CH:23][C:18]=2[O:17][CH2:16]1. (7) Reactant: [F:1][C:2]1[CH:26]=[CH:25][C:5]([CH2:6][N:7]2[CH2:16][CH2:15][C:14]3[C:13]([NH:17][S:18]([CH3:21])(=[O:20])=[O:19])=[N:12][CH:11]=[C:10]([O:22][CH3:23])[C:9]=3[C:8]2=[O:24])=[CH:4][CH:3]=1.[C:27]([O-])([O-])=O.[Cs+].[Cs+].CI. Product: [F:1][C:2]1[CH:3]=[CH:4][C:5]([CH2:6][N:7]2[CH2:16][CH2:15][C:14]3[C:13]([N:17]([CH3:27])[S:18]([CH3:21])(=[O:20])=[O:19])=[N:12][CH:11]=[C:10]([O:22][CH3:23])[C:9]=3[C:8]2=[O:24])=[CH:25][CH:26]=1. The catalyst class is: 3.